From a dataset of Forward reaction prediction with 1.9M reactions from USPTO patents (1976-2016). Predict the product of the given reaction. Given the reactants Cl[C:2]1[N:7]=[C:6]([NH:8][C@H:9]([CH2:13][C:14]2[CH:19]=[CH:18][CH:17]=[CH:16][CH:15]=2)[C:10]([NH2:12])=[O:11])[CH:5]=[N:4][C:3]=1[C:20]#[N:21].[NH2:22][C:23]1[CH:24]=[C:25]2[C:30](=[CH:31][CH:32]=1)[N:29]=[CH:28][CH:27]=[CH:26]2.C([O-])([O-])=O.[K+].[K+].C1C=CC(P(C2C(C3C(P(C4C=CC=CC=4)C4C=CC=CC=4)=CC=C4C=3C=CC=C4)=C3C(C=CC=C3)=CC=2)C2C=CC=CC=2)=CC=1, predict the reaction product. The product is: [C:20]([C:3]1[N:4]=[CH:5][C:6]([NH:8][C@H:9]([CH2:13][C:14]2[CH:19]=[CH:18][CH:17]=[CH:16][CH:15]=2)[C:10]([NH2:12])=[O:11])=[N:7][C:2]=1[NH:22][C:23]1[CH:24]=[C:25]2[C:30](=[CH:31][CH:32]=1)[N:29]=[CH:28][CH:27]=[CH:26]2)#[N:21].